This data is from Full USPTO retrosynthesis dataset with 1.9M reactions from patents (1976-2016). The task is: Predict the reactants needed to synthesize the given product. Given the product [C:33]([NH:36][C:37]1[CH:42]=[CH:41][C:40]([C:2]2[CH:7]=[CH:6][C:5]([C@@H:8]([N:15]([CH3:16])[C:22](=[O:24])[CH2:21][N:20]([CH2:19][C:17]#[N:18])[C:25]3[CH:30]=[CH:29][C:28]([Cl:31])=[C:27]([Cl:32])[CH:26]=3)[CH2:9][N:10]3[CH2:14][CH2:13][CH2:12][CH2:11]3)=[CH:4][CH:3]=2)=[CH:39][CH:38]=1)(=[O:35])[CH3:34], predict the reactants needed to synthesize it. The reactants are: Br[C:2]1[CH:7]=[CH:6][C:5]([C@@H:8]([NH:15][CH3:16])[CH2:9][N:10]2[CH2:14][CH2:13][CH2:12][CH2:11]2)=[CH:4][CH:3]=1.[C:17]([CH2:19][N:20]([C:25]1[CH:30]=[CH:29][C:28]([Cl:31])=[C:27]([Cl:32])[CH:26]=1)[CH2:21][C:22]([OH:24])=O)#[N:18].[C:33]([NH:36][C:37]1[CH:42]=[CH:41][C:40](B(O)O)=[CH:39][CH:38]=1)(=[O:35])[CH3:34].